Dataset: Full USPTO retrosynthesis dataset with 1.9M reactions from patents (1976-2016). Task: Predict the reactants needed to synthesize the given product. Given the product [C:1]([C:3]1[CH:4]=[CH:5][C:6]([O:7][C:8]2[CH:31]=[CH:30][C:11]3[C:12]([CH2:15][CH2:16][CH:17]4[CH2:18][CH2:19][N:20]([C:23]([O:25][C:26]([CH3:27])([CH3:29])[CH3:28])=[O:24])[CH2:21][CH2:22]4)=[N:13][O:14][C:10]=3[C:9]=2[CH:32]=[O:43])=[CH:35][CH:36]=1)#[N:2], predict the reactants needed to synthesize it. The reactants are: [C:1]([C:3]1[CH:36]=[CH:35][C:6]([O:7][C:8]2[CH:31]=[CH:30][C:11]3[C:12]([CH2:15][CH2:16][CH:17]4[CH2:22][CH2:21][N:20]([C:23]([O:25][C:26]([CH3:29])([CH3:28])[CH3:27])=[O:24])[CH2:19][CH2:18]4)=[N:13][O:14][C:10]=3[C:9]=2/[CH:32]=C/C)=[CH:5][CH:4]=1)#[N:2].C(C1C=CC([O:43]C2C=CC3C(CCC4CCN(C(OC(C)(C)C)=O)CC4)=NOC=3C=2/C=C\C)=CC=1)#N.I([O-])(=O)(=O)=O.[Na+].C(OCC)(=O)C.